From a dataset of Reaction yield outcomes from USPTO patents with 853,638 reactions. Predict the reaction yield, written as a fraction of the theoretical maximum amount of product (1.0 means a 100% yield; for example, 0.34 means a 34% yield). (1) The reactants are [OH:1][C:2]1[CH:9]=[CH:8][C:5]([C:6]#[N:7])=[CH:4][CH:3]=1.C(OP(=[S:18])(O)OCC)C. The catalyst is O. The product is [OH:1][C:2]1[CH:9]=[CH:8][C:5]([C:6]([NH2:7])=[S:18])=[CH:4][CH:3]=1. The yield is 0.870. (2) The reactants are [CH2:1]([C:8]1[CH:9]=[C:10]([N:14]2[CH2:19][CH2:18][NH:17][CH2:16][C@@H:15]2[CH:20]([CH3:22])[CH3:21])[CH:11]=[CH:12][CH:13]=1)[C:2]1[CH:7]=[CH:6][CH:5]=[CH:4][CH:3]=1.Br[C:24]1[CH:29]=[CH:28][CH:27]=[CH:26][C:25]=1[CH:30]([CH3:32])[CH3:31].CC([O-])(C)C.[Na+].COCCOC.CCO. The catalyst is C1(C)C=CC=CC=1.CCOCC.C1(P(C2C=CC=CC=2)C2C=CC=CC=2C2C=CC=CC=2N(C)C)C=CC=CC=1. The product is [CH2:1]([C:8]1[CH:9]=[C:10]([N:14]2[CH2:19][CH2:18][N:17]([C:24]3[CH:29]=[CH:28][CH:27]=[CH:26][C:25]=3[CH:30]([CH3:32])[CH3:31])[CH2:16][C@@H:15]2[CH:20]([CH3:22])[CH3:21])[CH:11]=[CH:12][CH:13]=1)[C:2]1[CH:3]=[CH:4][CH:5]=[CH:6][CH:7]=1. The yield is 0.622. (3) The reactants are Br[C:2]1[CH:3]=[C:4]([C:8]2[N:12]([C:13]3[CH:18]=[CH:17][CH:16]=[CH:15][CH:14]=3)[C:11]3[CH:19]=[CH:20][CH:21]=[CH:22][C:10]=3[N:9]=2)[CH:5]=[CH:6][CH:7]=1.[CH:23]1[C:31]2[C:30]3[CH:32]=[CH:33][CH:34]=[CH:35][C:29]=3[S:28][C:27]=2[C:26](B(O)O)=[CH:25][CH:24]=1.C1(C)C=CC=CC=1P(C1C=CC=CC=1C)C1C=CC=CC=1C.C(=O)([O-])[O-].[K+].[K+]. The catalyst is C([O-])(=O)C.[Pd+2].C([O-])(=O)C.C(O)C.C1(C)C=CC=CC=1. The product is [CH:23]1[C:31]2[C:30]3[CH:32]=[CH:33][CH:34]=[CH:35][C:29]=3[S:28][C:27]=2[C:26]([C:6]2[CH:5]=[C:4]([C:8]3[N:12]([C:13]4[CH:14]=[CH:15][CH:16]=[CH:17][CH:18]=4)[C:11]4[CH:19]=[CH:20][CH:21]=[CH:22][C:10]=4[N:9]=3)[CH:3]=[CH:2][CH:7]=2)=[CH:25][CH:24]=1. The yield is 0.510.